Dataset: Catalyst prediction with 721,799 reactions and 888 catalyst types from USPTO. Task: Predict which catalyst facilitates the given reaction. Reactant: Br[C:2]1[CH:3]=[C:4]2[C:9](=[CH:10][CH:11]=1)[N:8]=[C:7]([C:12]1[CH:17]=[CH:16][C:15]([F:18])=[CH:14][CH:13]=1)[CH:6]=[CH:5]2.[C:19]([O:28][CH3:29])(=[O:27])[C:20]1[C:21](=[CH:23][CH:24]=[CH:25][CH:26]=1)[SH:22].C(N(CC)C(C)C)(C)C.C1(P(C2C=CC=CC=2)C2C3OC4C(=CC=CC=4P(C4C=CC=CC=4)C4C=CC=CC=4)C(C)(C)C=3C=CC=2)C=CC=CC=1. Product: [F:18][C:15]1[CH:16]=[CH:17][C:12]([C:7]2[CH:6]=[CH:5][C:4]3[C:9](=[CH:10][CH:11]=[C:2]([S:22][C:21]4[CH:23]=[CH:24][CH:25]=[CH:26][C:20]=4[C:19]([O:28][CH3:29])=[O:27])[CH:3]=3)[N:8]=2)=[CH:13][CH:14]=1. The catalyst class is: 62.